This data is from Forward reaction prediction with 1.9M reactions from USPTO patents (1976-2016). The task is: Predict the product of the given reaction. (1) Given the reactants [F:1][C:2]1[CH:7]=[CH:6][C:5]([C:8]([C:10]2[C:11](F)=[N:12][CH:13]=[CH:14][CH:15]=2)=[O:9])=[CH:4][CH:3]=1.[NH3:17], predict the reaction product. The product is: [NH2:17][C:11]1[C:10]([C:8]([C:5]2[CH:6]=[CH:7][C:2]([F:1])=[CH:3][CH:4]=2)=[O:9])=[CH:15][CH:14]=[CH:13][N:12]=1. (2) Given the reactants O.[SH-:2].[Na+].Cl[C:5]1[N:10]([CH3:11])[C:9](=[O:12])[N:8]([CH3:13])[C:7](=[O:14])[CH:6]=1, predict the reaction product. The product is: [SH:2][C:5]1[N:10]([CH3:11])[C:9](=[O:12])[N:8]([CH3:13])[C:7](=[O:14])[CH:6]=1. (3) Given the reactants Cl.[CH3:2][O:3][C:4]1[CH:5]=[C:6]([C:12]2[C:13]([CH3:25])([CH3:24])[C:14](=[O:23])[N:15]([CH:17]3[CH2:22][CH2:21][NH:20][CH2:19][CH2:18]3)[N:16]=2)[CH:7]=[CH:8][C:9]=1[O:10][CH3:11].[CH3:26][O:27][C:28]1[C:37]2[C:32](=[CH:33][CH:34]=[CH:35][CH:36]=2)[CH:31]=[CH:30][C:29]=1[C:38](O)=[O:39], predict the reaction product. The product is: [CH3:2][O:3][C:4]1[CH:5]=[C:6]([C:12]2[C:13]([CH3:25])([CH3:24])[C:14](=[O:23])[N:15]([CH:17]3[CH2:22][CH2:21][N:20]([C:38]([C:29]4[CH:30]=[CH:31][C:32]5[C:37](=[CH:36][CH:35]=[CH:34][CH:33]=5)[C:28]=4[O:27][CH3:26])=[O:39])[CH2:19][CH2:18]3)[N:16]=2)[CH:7]=[CH:8][C:9]=1[O:10][CH3:11]. (4) Given the reactants [CH2:1]([S:6](Cl)(=[O:8])=[O:7])[CH2:2][CH2:3][CH2:4][CH3:5].[NH2:10][C:11]1[CH:12]=[CH:13][C:14]([N:17]2[CH2:22][CH2:21][N:20]([C:23]([C:25]3[CH:30]=[CH:29][CH:28]=[CH:27][C:26]=3[C:31]([F:34])([F:33])[F:32])=[O:24])[CH2:19][CH2:18]2)=[N:15][CH:16]=1, predict the reaction product. The product is: [F:34][C:31]([F:32])([F:33])[C:26]1[CH:27]=[CH:28][CH:29]=[CH:30][C:25]=1[C:23]([N:20]1[CH2:19][CH2:18][N:17]([C:14]2[N:15]=[CH:16][C:11]([NH:10][S:6]([CH2:1][CH2:2][CH2:3][CH2:4][CH3:5])(=[O:8])=[O:7])=[CH:12][CH:13]=2)[CH2:22][CH2:21]1)=[O:24]. (5) Given the reactants [F:1][C:2]1[C:7]([CH:8]=[O:9])=[C:6]([F:10])[CH:5]=[CH:4][C:3]=1[NH:11][S:12]([CH2:15][CH2:16][CH3:17])(=[O:14])=[O:13].[BH4-].[Na+].P([O-])(O)(O)=O.[Na+], predict the reaction product. The product is: [F:1][C:2]1[C:7]([CH2:8][OH:9])=[C:6]([F:10])[CH:5]=[CH:4][C:3]=1[NH:11][S:12]([CH2:15][CH2:16][CH3:17])(=[O:14])=[O:13].